This data is from Peptide-MHC class II binding affinity with 134,281 pairs from IEDB. The task is: Regression. Given a peptide amino acid sequence and an MHC pseudo amino acid sequence, predict their binding affinity value. This is MHC class II binding data. (1) The peptide sequence is FTVQKGSDPKKLVLN. The MHC is DRB1_0802 with pseudo-sequence DRB1_0802. The binding affinity (normalized) is 0.0717. (2) The peptide sequence is YDKFLANVRTVLTGK. The MHC is DRB1_1302 with pseudo-sequence DRB1_1302. The binding affinity (normalized) is 0.523. (3) The peptide sequence is YFFPVIFSKASDSLQL. The MHC is DRB1_1302 with pseudo-sequence DRB1_1302. The binding affinity (normalized) is 0.328.